This data is from Experimentally validated miRNA-target interactions with 360,000+ pairs, plus equal number of negative samples. The task is: Binary Classification. Given a miRNA mature sequence and a target amino acid sequence, predict their likelihood of interaction. (1) The miRNA is hsa-miR-4295 with sequence CAGUGCAAUGUUUUCCUU. The protein sequence of the target gene is MASSRASSTQATKTKAPDDLVAPVVKKPHIYYGSLEEKERERLAKGESGILGKDGLKAGIEAGNINITSGEVFEIEEHISERQAEVLAEFERRKRARQINVSTDDSEVKACLRALGEPITLFGEGPAERRERLRNILSVVGTDALKKTKKDDEKSKKSKEEYQQTWYHEGPNSLKVARLWIANYSLPRAMKRLEEARLHKEIPETTRTSQMQELHKSLRSLNNFCSQIGDDRPISYCHFSPNSKMLATACWSGLCKLWSVPDCNLLHTLRGHNTNVGAIVFHPKSTVSLDPKDVNLASCA.... Result: 1 (interaction). (2) The miRNA is mmu-miR-7116-3p with sequence UUUUUUUCCUUUGCCUUCUCAG. The protein sequence of the target gene is MYHGMNPSNGDGFLEQQQQQQQPQSPQRLLAVILWFQLALCFGPAQLTGGFDDLQVCADPGIPENGFRTPSGGVFFEGSVARFHCQDGFKLKGATKRLCLKHFNGTLGWIPSDNSICVQEDCRIPQIEDAEIHNKTYRHGEKLIITCHEGFKIRYPDLHNMVSLCRDDGTWNNLPICQGCLRPLASSNGYVNISELQTSFPVGTVISYRCFPGFKLDGSAYLECLQNLIWSSSPPRCLALEVCPLPPMVSHGDFVCHPRPCERYNHGTVVEFYCDPGYSLTSDYKYITCQYGEWFPSYQV.... Result: 0 (no interaction).